Dataset: Reaction yield outcomes from USPTO patents with 853,638 reactions. Task: Predict the reaction yield, written as a fraction of the theoretical maximum amount of product (1.0 means a 100% yield; for example, 0.34 means a 34% yield). (1) The reactants are [Br:1][C:2]1[CH:8]=[CH:7][C:5]([NH2:6])=[C:4](I)[CH:3]=1.[C:10]([C@H:12]1[CH2:16][CH2:15][CH2:14][N:13]1[C:17]([O:19][C:20]([CH3:23])([CH3:22])[CH3:21])=[O:18])#[CH:11]. No catalyst specified. The product is [NH2:6][C:5]1[CH:7]=[CH:8][C:2]([Br:1])=[CH:3][C:4]=1[C:11]#[C:10][C@H:12]1[CH2:16][CH2:15][CH2:14][N:13]1[C:17]([O:19][C:20]([CH3:23])([CH3:22])[CH3:21])=[O:18]. The yield is 0.890. (2) The reactants are [C:1]([C:3]1[CH:4]=[C:5]2[C:10](=[CH:11][C:12]=1[F:13])[O:9][CH2:8][CH2:7][CH:6]2[C:14]([O:16][CH3:17])=[O:15])#[N:2].[C:18]([O-])([O-])=O.[K+].[K+].IC.[H-].[Na+]. The catalyst is C(#N)C. The product is [C:1]([C:3]1[CH:4]=[C:5]2[C:10](=[CH:11][C:12]=1[F:13])[O:9][CH2:8][CH2:7][C:6]2([CH3:18])[C:14]([O:16][CH3:17])=[O:15])#[N:2]. The yield is 0.340.